From a dataset of Reaction yield outcomes from USPTO patents with 853,638 reactions. Predict the reaction yield, written as a fraction of the theoretical maximum amount of product (1.0 means a 100% yield; for example, 0.34 means a 34% yield). (1) The reactants are [Si:1]([O:8][CH:9]1[CH2:18][C:17]2[C:16]([NH2:19])=[CH:15][CH:14]=[CH:13][C:12]=2[CH2:11][CH2:10]1)([C:4]([CH3:7])([CH3:6])[CH3:5])([CH3:3])[CH3:2].C1C=C(O[C:27](OC2N=CC=CC=2)=[S:28])N=CC=1. The catalyst is ClCCl. The product is [C:4]([Si:1]([O:8][CH:9]1[CH2:10][CH2:11][C:12]2[C:17](=[C:16]([N:19]=[C:27]=[S:28])[CH:15]=[CH:14][CH:13]=2)[CH2:18]1)([CH3:3])[CH3:2])([CH3:7])([CH3:6])[CH3:5]. The yield is 0.720. (2) The reactants are [Br:1][C:2]1[C:3]([NH:15][CH2:16][CH:17]2[CH2:22][CH2:21][N:20](C(OCC3C=CC=CC=3)=O)[CH2:19][CH2:18]2)=[CH:4][C:5]([NH:8]C(=O)C(C)(C)C)=[N:6][CH:7]=1. The catalyst is Cl. The product is [Br:1][C:2]1[C:3]([NH:15][CH2:16][CH:17]2[CH2:18][CH2:19][NH:20][CH2:21][CH2:22]2)=[CH:4][C:5]([NH2:8])=[N:6][CH:7]=1. The yield is 0.920. (3) The reactants are [N:1]1([CH2:7][CH2:8][NH:9][C:10]2[C:18]3[O:17][CH:16]=[CH:15][C:14]=3[CH:13]=[C:12]([N+:19]([O-:21])=[O:20])[CH:11]=2)[CH2:6][CH2:5]O[CH2:3][CH2:2]1.N[CH2:23][C@H]1CCCN1CC. No catalyst specified. The product is [CH2:2]([N:1]1[CH2:6][CH2:5][CH2:23][C@@H:7]1[CH2:8][NH:9][C:10]1[C:18]2[O:17][CH:16]=[CH:15][C:14]=2[CH:13]=[C:12]([N+:19]([O-:21])=[O:20])[CH:11]=1)[CH3:3]. The yield is 1.00. (4) The reactants are [CH3:1][CH2:2][O-:3].[Na+].[C:5]([O:13][CH2:14][CH3:15])(=[O:12])[CH2:6][C:7]([O:9][CH2:10][CH3:11])=[O:8].[CH2:16](C(Br)CCOCCC(Br)[CH2:16][C:17]1[CH:22]=[CH:21][CH:20]=[CH:19][CH:18]=1)[C:17]1[CH:22]=[CH:21][CH:20]=[CH:19][CH:18]=1.[CH3:39]CO. No catalyst specified. The product is [CH2:14]([O:13][C:5](=[O:12])[CH:6]([CH2:39][CH2:1][CH2:2][O:3][CH2:16][C:17]1[CH:22]=[CH:21][CH:20]=[CH:19][CH:18]=1)[C:7]([O:9][CH2:10][CH3:11])=[O:8])[CH3:15]. The yield is 0.820. (5) The reactants are [CH3:1][O:2][C:3]1[CH:4]=[C:5]2[C:10](=[CH:11][CH:12]=1)[NH:9][C:8](=O)[CH:7]=[N:6]2.COC1C=C2C(N=CC(=O)N2)=CC=1.O=P(Cl)(Cl)[Cl:29]. No catalyst specified. The product is [Cl:29][C:7]1[CH:8]=[N:9][C:10]2[C:5](=[CH:4][C:3]([O:2][CH3:1])=[CH:12][CH:11]=2)[N:6]=1. The yield is 0.446. (6) The reactants are [OH:1][C@H:2]1[CH2:6][CH2:5][N:4]([C:7](=[O:10])[CH2:8][CH3:9])[CH2:3]1.[H-].[Na+].[CH2:13]([N:20]1[CH2:30][CH2:29][C:23]2[N:24]=[CH:25][N:26]=[C:27](Cl)[C:22]=2[CH2:21]1)[C:14]1[CH:19]=[CH:18][CH:17]=[CH:16][CH:15]=1. The catalyst is C1COCC1. The product is [CH2:13]([N:20]1[CH2:30][CH2:29][C:23]2[N:24]=[CH:25][N:26]=[C:27]([O:1][C@H:2]3[CH2:6][CH2:5][N:4]([C:7](=[O:10])[CH2:8][CH3:9])[CH2:3]3)[C:22]=2[CH2:21]1)[C:14]1[CH:15]=[CH:16][CH:17]=[CH:18][CH:19]=1. The yield is 0.780. (7) The reactants are F[C:2]1[CH:9]=[CH:8][C:5]([C:6]#[N:7])=[CH:4][CH:3]=1.[CH2:10]([N:17]1[CH2:22][CH2:21][NH:20][CH2:19][CH2:18]1)[C:11]1[CH:16]=[CH:15][CH:14]=[CH:13][CH:12]=1.C(=O)([O-])[O-].[K+].[K+]. The catalyst is CN(C)C=O. The product is [CH2:10]([N:17]1[CH2:22][CH2:21][N:20]([C:2]2[CH:9]=[CH:8][C:5]([C:6]#[N:7])=[CH:4][CH:3]=2)[CH2:19][CH2:18]1)[C:11]1[CH:12]=[CH:13][CH:14]=[CH:15][CH:16]=1. The yield is 0.590.